Dataset: Full USPTO retrosynthesis dataset with 1.9M reactions from patents (1976-2016). Task: Predict the reactants needed to synthesize the given product. (1) Given the product [CH3:1][O:2][C:3]([C:4]1[N:24]=[C:23]([CH3:20])[S:25][C:5]=1[C:6]1[CH:11]=[C:10]([C:12]([F:15])([F:14])[F:13])[CH:9]=[C:8]([F:16])[CH:7]=1)=[O:19], predict the reactants needed to synthesize it. The reactants are: [CH3:1][O:2][C:3](=[O:19])[C:4](=O)[CH:5](Cl)[C:6]1[CH:11]=[C:10]([C:12]([F:15])([F:14])[F:13])[CH:9]=[C:8]([F:16])[CH:7]=1.[CH:20]1([C:23](=[S:25])[NH2:24])CC1. (2) Given the product [CH2:1]([O:3][C:4]([C:6]1[CH:10]=[C:9]([CH:11]=[N:14][NH2:15])[NH:8][C:7]=1[CH3:13])=[O:5])[CH3:2], predict the reactants needed to synthesize it. The reactants are: [CH2:1]([O:3][C:4]([C:6]1[CH:10]=[C:9]([CH:11]=O)[NH:8][C:7]=1[CH3:13])=[O:5])[CH3:2].[NH2:14][NH2:15]. (3) Given the product [F:39][C:38]([F:41])([F:40])[S:35]([O:28][C:26]1[C:25]([O:29][CH3:30])=[CH:24][C:15]2[C@@H:16]([C:18]3[CH:19]=[CH:20][CH:21]=[CH:22][CH:23]=3)[NH:17][C@@:11]([CH2:7][CH2:8][CH2:9][CH3:10])([CH2:33][CH3:34])[CH2:12][S:13](=[O:31])(=[O:32])[C:14]=2[CH:27]=1)(=[O:37])=[O:36], predict the reactants needed to synthesize it. The reactants are: N1C=CC=CC=1.[CH2:7]([C@@:11]1([CH2:33][CH3:34])[NH:17][C@H:16]([C:18]2[CH:23]=[CH:22][CH:21]=[CH:20][CH:19]=2)[C:15]2[CH:24]=[C:25]([O:29][CH3:30])[C:26]([OH:28])=[CH:27][C:14]=2[S:13](=[O:32])(=[O:31])[CH2:12]1)[CH2:8][CH2:9][CH3:10].[S:35](O[S:35]([C:38]([F:41])([F:40])[F:39])(=[O:37])=[O:36])([C:38]([F:41])([F:40])[F:39])(=[O:37])=[O:36].O. (4) Given the product [CH2:27]([O:26][C:24]1[CH:23]=[CH:22][N:21]=[C:20]([NH:15][C:13](=[O:14])[C:12]2[CH:16]=[CH:17][C:9]([B:4]3[O:3][C:2]([CH3:18])([CH3:1])[C:6]([CH3:7])([CH3:8])[O:5]3)=[CH:10][CH:11]=2)[CH:25]=1)[CH3:28], predict the reactants needed to synthesize it. The reactants are: [CH3:1][C:2]1([CH3:18])[C:6]([CH3:8])([CH3:7])[O:5][B:4]([C:9]2[CH:17]=[CH:16][C:12]([C:13]([NH2:15])=[O:14])=[CH:11][CH:10]=2)[O:3]1.Cl[C:20]1[CH:25]=[C:24]([O:26][CH2:27][CH3:28])[CH:23]=[CH:22][N:21]=1.CC(C1C=C(C(C)C)C(C2C(P(C3CCCCC3)C3CCCCC3)=C(OC)C=CC=2OC)=C(C(C)C)C=1)C.C([O-])([O-])=O.[Cs+].[Cs+]. (5) The reactants are: Cl[C:2]1[NH:3][C:4]2[CH:10]=[CH:9][CH:8]=[CH:7][C:5]=2[N:6]=1.[F:11][C:12]([F:21])([F:20])[C:13]1[CH:19]=[CH:18][C:16]([NH2:17])=[CH:15][CH:14]=1. Given the product [N:6]1[C:5]2[CH:7]=[CH:8][CH:9]=[CH:10][C:4]=2[NH:3][C:2]=1[NH:17][C:16]1[CH:18]=[CH:19][C:13]([C:12]([F:11])([F:20])[F:21])=[CH:14][CH:15]=1, predict the reactants needed to synthesize it. (6) Given the product [CH2:1]([O:3][C:4](=[O:17])[NH:5][C:6]([C:8]1[S:12][C:11]2[CH:13]=[CH:14][CH:15]=[CH:16][C:10]=2[CH:9]=1)=[O:7])[CH3:2], predict the reactants needed to synthesize it. The reactants are: [C:1]([O:3][C:4](=[O:17])[NH:5][C:6]([C:8]1[S:12][C:11]2[CH:13]=[CH:14][CH:15]=[CH:16][C:10]=2[CH:9]=1)=[O:7])#[CH:2]. (7) Given the product [CH:1]([O:4][C:5](=[O:17])[C:6]1[CH:11]=[CH:10][C:9]([O:12][CH:13]([CH3:15])[CH3:14])=[C:8]([N:16]=[C:29]=[S:30])[CH:7]=1)([CH3:3])[CH3:2], predict the reactants needed to synthesize it. The reactants are: [CH:1]([O:4][C:5](=[O:17])[C:6]1[CH:11]=[CH:10][C:9]([O:12][CH:13]([CH3:15])[CH3:14])=[C:8]([NH2:16])[CH:7]=1)([CH3:3])[CH3:2].CC1C=CC(C(N)=O)=CC=1N[C:29](N)=[S:30]. (8) Given the product [Cl:38][C:39]1[CH:40]=[CH:41][C:42]([N:45]2[CH:49]=[CH:48][C:47]([O:28][CH2:27]/[CH:26]=[C:25](\[Sn:24]([CH2:20][CH2:21][CH2:22][CH3:23])([CH2:30][CH2:31][CH2:32][CH3:33])[CH2:34][CH2:35][CH2:36][CH3:37])/[CH3:29])=[N:46]2)=[CH:43][CH:44]=1, predict the reactants needed to synthesize it. The reactants are: C1(P(C2C=CC=CC=2)C2C=CC=CC=2)C=CC=CC=1.[CH2:20]([Sn:24]([CH2:34][CH2:35][CH2:36][CH3:37])([CH2:30][CH2:31][CH2:32][CH3:33])/[C:25](/[CH3:29])=[CH:26]\[CH2:27][OH:28])[CH2:21][CH2:22][CH3:23].[Cl:38][C:39]1[CH:44]=[CH:43][C:42]([N:45]2[CH:49]=[CH:48][C:47](O)=[N:46]2)=[CH:41][CH:40]=1. (9) Given the product [Br:10][C:11]1[CH:20]=[CH:19][C:18]2[N:17]=[CH:16][CH:15]=[CH:14][C:13]=2[C:12]=1[CH:21]=[O:24], predict the reactants needed to synthesize it. The reactants are: C([Al]CC(C)C)C(C)C.[Br:10][C:11]1[CH:20]=[CH:19][C:18]2[N:17]=[CH:16][CH:15]=[CH:14][C:13]=2[C:12]=1[C:21]#N.S(=O)(=O)(O)[OH:24].C(=O)([O-])O. (10) The reactants are: [CH3:1][CH:2]([C@H:4]([NH2:23])[C:5]([O:7][CH2:8][CH2:9][O:10][CH2:11][N:12]1[C:16]2[NH:17][C:18]([NH2:22])=[N:19][C:20](=[O:21])[C:15]=2[N:14]=[CH:13]1)=[O:6])[CH3:3].[C:24]([OH:31])(=[O:30])/[CH:25]=[CH:26]\[C:27]([OH:29])=[O:28]. Given the product [CH3:3][CH:2]([C@H:4]([NH2:23])[C:5]([O:7][CH2:8][CH2:9][O:10][CH2:11][N:12]1[C:16]2[NH:17][C:18]([NH2:22])=[N:19][C:20](=[O:21])[C:15]=2[N:14]=[CH:13]1)=[O:6])[CH3:1].[C:24]([O-:31])(=[O:30])/[CH:25]=[CH:26]\[C:27]([O-:29])=[O:28], predict the reactants needed to synthesize it.